Dataset: Full USPTO retrosynthesis dataset with 1.9M reactions from patents (1976-2016). Task: Predict the reactants needed to synthesize the given product. (1) The reactants are: [NH:1]1[C:5]2=[CH:6][N:7]=[C:8]([NH:10][C:11]3[C:12]4[C:19]5[CH2:20][CH2:21][C@H:22]([C:24]([OH:26])=O)[CH2:23][C:18]=5[S:17][C:13]=4[N:14]=[CH:15][N:16]=3)[CH:9]=[C:4]2[CH:3]=[N:2]1.[CH3:27][N:28]([CH3:34])[C@@H:29]1[CH2:33][CH2:32][NH:31][CH2:30]1. Given the product [CH3:27][N:28]([CH3:34])[C@@H:29]1[CH2:33][CH2:32][N:31]([C:24]([C@H:22]2[CH2:21][CH2:20][C:19]3[C:12]4[C:11]([NH:10][C:8]5[CH:9]=[C:4]6[CH:3]=[N:2][NH:1][C:5]6=[CH:6][N:7]=5)=[N:16][CH:15]=[N:14][C:13]=4[S:17][C:18]=3[CH2:23]2)=[O:26])[CH2:30]1, predict the reactants needed to synthesize it. (2) Given the product [C:19]([OH:23])(=[O:33])[CH3:20].[Cl:1][C:2]1[CH:7]=[CH:6][C:5]([C:8]2[S:25][C:11]3[C:12](=[O:24])[N:13]([CH2:16][C:17]4[CH:22]=[CH:21][CH:20]=[C:19]([O:23][CH:30]5[CH2:31][CH2:32][N:27]([CH3:26])[CH2:28][CH2:29]5)[CH:18]=4)[N:14]=[CH:15][C:10]=3[CH:9]=2)=[CH:4][CH:3]=1, predict the reactants needed to synthesize it. The reactants are: [Cl:1][C:2]1[CH:7]=[CH:6][C:5]([C:8]2[S:25][C:11]3[C:12](=[O:24])[N:13]([CH2:16][C:17]4[CH:22]=[CH:21][CH:20]=[C:19]([OH:23])[CH:18]=4)[N:14]=[CH:15][C:10]=3[CH:9]=2)=[CH:4][CH:3]=1.[CH3:26][N:27]1[CH2:32][CH2:31][CH:30]([OH:33])[CH2:29][CH2:28]1.CCOC(/N=N/C(OCC)=O)=O. (3) Given the product [CH:1]1([N:7]2[C:11]3([CH2:16][CH2:15][N:14]([CH2:33][CH2:34][CH2:35][C:36](=[O:37])[C:38]4[CH:43]=[CH:42][CH:41]=[CH:40][CH:39]=4)[CH2:13][CH2:12]3)[C:10](=[O:17])[N:9]([CH2:18][C:19]3[CH:31]=[CH:30][CH:29]=[CH:28][C:20]=3[C:21]([O:23][C:24]([CH3:26])([CH3:27])[CH3:25])=[O:22])[CH2:8]2)[CH2:2][CH2:3][CH2:4][CH2:5][CH2:6]1, predict the reactants needed to synthesize it. The reactants are: [CH:1]1([N:7]2[C:11]3([CH2:16][CH2:15][NH:14][CH2:13][CH2:12]3)[C:10](=[O:17])[N:9]([CH2:18][C:19]3[CH:31]=[CH:30][CH:29]=[CH:28][C:20]=3[C:21]([O:23][C:24]([CH3:27])([CH3:26])[CH3:25])=[O:22])[CH2:8]2)[CH2:6][CH2:5][CH2:4][CH2:3][CH2:2]1.I[CH2:33][CH2:34][CH2:35][C:36]([C:38]1[CH:43]=[CH:42][CH:41]=[CH:40][CH:39]=1)=[O:37].C(=O)([O-])[O-].[K+].[K+]. (4) The reactants are: C(=O)([O-])[O-].[K+].[K+].[SH:7][C:8]1[CH:13]=[CH:12][C:11]([CH2:14][OH:15])=[CH:10][CH:9]=1.Cl.Cl[CH2:18][CH2:19][N:20]1[CH2:25][CH2:24][O:23][CH2:22][CH2:21]1. Given the product [O:23]1[CH2:24][CH2:25][N:20]([CH2:19][CH2:18][S:7][C:8]2[CH:13]=[CH:12][C:11]([CH2:14][OH:15])=[CH:10][CH:9]=2)[CH2:21][CH2:22]1, predict the reactants needed to synthesize it. (5) Given the product [CH3:1][C:2]1[CH:7]=[C:6]([C:8]([CH3:11])([CH3:10])[CH3:9])[CH:5]=[C:4]([CH3:12])[C:3]=1[S:13][S:13][C:3]1[C:2]([CH3:1])=[CH:7][C:6]([C:8]([CH3:10])([CH3:9])[CH3:11])=[CH:5][C:4]=1[CH3:12], predict the reactants needed to synthesize it. The reactants are: [CH3:1][C:2]1[CH:7]=[C:6]([C:8]([CH3:11])([CH3:10])[CH3:9])[CH:5]=[C:4]([CH3:12])[C:3]=1[S:13](Cl)(=O)=O. (6) Given the product [CH3:1][O:2][C:3]1[CH:8]=[CH:7][N:6]=[C:5]([CH2:9][CH2:10][C:11]2[NH:15][C:16]3=[N:17][CH:18]=[CH:19][CH:20]=[C:21]3[N:22]=2)[CH:4]=1, predict the reactants needed to synthesize it. The reactants are: [CH3:1][O:2][C:3]1[CH:8]=[CH:7][N:6]=[C:5]([CH2:9][CH2:10][C:11](OC)=O)[CH:4]=1.[NH2:15][C:16]1[C:21]([NH2:22])=[CH:20][CH:19]=[CH:18][N:17]=1.[OH-].[Na+].